Predict the product of the given reaction. From a dataset of Forward reaction prediction with 1.9M reactions from USPTO patents (1976-2016). Given the reactants [NH2:1][C:2]1[C:10]2[C:9]([C:11]3[CH:16]=[CH:15][C:14]([Cl:17])=[C:13]([Cl:18])[CH:12]=3)=[N:8][C:7](S(C)=O)=[N:6][C:5]=2[S:4][C:3]=1[C:22]([NH2:24])=[O:23].[CH:25]([NH2:29])([CH2:27][CH3:28])[CH3:26].C1COCC1, predict the reaction product. The product is: [NH2:1][C:2]1[C:10]2[C:9]([C:11]3[CH:16]=[CH:15][C:14]([Cl:17])=[C:13]([Cl:18])[CH:12]=3)=[N:8][C:7]([NH:29][CH:25]([CH3:26])[CH2:27][CH3:28])=[N:6][C:5]=2[S:4][C:3]=1[C:22]([NH2:24])=[O:23].